This data is from Full USPTO retrosynthesis dataset with 1.9M reactions from patents (1976-2016). The task is: Predict the reactants needed to synthesize the given product. (1) Given the product [NH:12]1[CH:11]=[CH:10][N:9]=[C:8]1[C:4]1[N:3]=[C:2]([C:14]#[N:15])[CH:7]=[CH:6][CH:5]=1, predict the reactants needed to synthesize it. The reactants are: Cl[C:2]1[CH:7]=[CH:6][CH:5]=[C:4]([C:8]2[NH:9][CH:10]=[CH:11][N:12]=2)[N:3]=1.O.[CH3:14][N:15](C=O)C. (2) Given the product [Cl:1][C:2]1[CH:10]=[CH:9][CH:8]=[C:7]2[C:3]=1[C:4]([CH2:41][C:40]1[CH:44]=[CH:45][C:37]([O:36][CH2:34][CH3:35])=[CH:38][CH:39]=1)=[CH:5][N:6]2[C@@H:11]1[S:28][C@H:27]([CH2:29][OH:30])[C@@H:22]([OH:23])[C@H:17]([OH:18])[C@H:12]1[OH:13], predict the reactants needed to synthesize it. The reactants are: [Cl:1][C:2]1[CH:10]=[CH:9][CH:8]=[C:7]2[C:3]=1[CH:4]=[CH:5][N:6]2[C@@H:11]1[S:28][C@H:27]([CH2:29][O:30]C(=O)C)[C@@H:22]([O:23]C(=O)C)[C@H:17]([O:18]C(=O)C)[C@H:12]1[O:13]C(=O)C.[CH2:34]([O:36][C:37]1[CH:45]=[CH:44][C:40]([C:41](Cl)=O)=[CH:39][CH:38]=1)[CH3:35]. (3) Given the product [C:1]([O:5][C:6]([NH:8][CH:9]([CH2:14][C:15]1[CH:16]=[N:17][C:18]([C:21]2[CH:26]=[CH:25][CH:24]=[C:23]([F:27])[C:22]=2[F:28])=[CH:19][CH:20]=1)[C:10]([O:12][CH3:13])=[O:11])=[O:7])([CH3:4])([CH3:2])[CH3:3], predict the reactants needed to synthesize it. The reactants are: [C:1]([O:5][C:6]([NH:8][C:9](=[CH:14][C:15]1[CH:16]=[N:17][C:18]([C:21]2[CH:26]=[CH:25][CH:24]=[C:23]([F:27])[C:22]=2[F:28])=[CH:19][CH:20]=1)[C:10]([O:12][CH3:13])=[O:11])=[O:7])([CH3:4])([CH3:3])[CH3:2].C(O)(=O)C.OCC1(OC[C@@H](O)[C@@H](O)[C@H]1O)O. (4) Given the product [Br:11][CH2:12][CH2:13][CH2:14][O:10][C:4]1[CH:5]=[CH:6][C:7]([CH3:9])=[CH:8][C:3]=1[O:2][CH3:1], predict the reactants needed to synthesize it. The reactants are: [CH3:1][O:2][C:3]1[CH:8]=[C:7]([CH3:9])[CH:6]=[CH:5][C:4]=1[OH:10].[Br:11][CH2:12][CH2:13][CH2:14]Br.C(=O)([O-])[O-].[Cs+].[Cs+]. (5) Given the product [CH:26]1([N:23]2[CH2:24][CH2:25][C@@H:21]([CH2:20][C:13]3[C:14]4[C:19](=[CH:18][CH:17]=[CH:16][CH:15]=4)[C:10]([C:7]4[CH:8]=[CH:9][C:4]([C:3]([OH:33])=[O:2])=[CH:5][CH:6]=4)=[CH:11][CH:12]=3)[C:22]2=[O:32])[CH2:27][CH2:28][CH2:29][CH2:30][CH2:31]1, predict the reactants needed to synthesize it. The reactants are: C[O:2][C:3](=[O:33])[C:4]1[CH:9]=[CH:8][C:7]([C:10]2[C:19]3[C:14](=[CH:15][CH:16]=[CH:17][CH:18]=3)[C:13]([CH2:20][C@@H:21]3[CH2:25][CH2:24][N:23]([CH:26]4[CH2:31][CH2:30][CH2:29][CH2:28][CH2:27]4)[C:22]3=[O:32])=[CH:12][CH:11]=2)=[CH:6][CH:5]=1.